This data is from Catalyst prediction with 721,799 reactions and 888 catalyst types from USPTO. The task is: Predict which catalyst facilitates the given reaction. (1) Reactant: C(=O)([O-])[O-].O.[F:6][C:7]([F:20])([F:19])[C:8]1[CH:18]=[CH:17][C:11]([CH:12]=[CH:13][C:14](O)=[O:15])=[CH:10][CH:9]=1.C(Cl)(=O)C([Cl:24])=O. Product: [F:6][C:7]([F:20])([F:19])[C:8]1[CH:18]=[CH:17][C:11]([CH:12]=[CH:13][C:14]([Cl:24])=[O:15])=[CH:10][CH:9]=1. The catalyst class is: 174. (2) Reactant: [Cl:1][C:2]1[N:7]=[C:6]([N:8]([CH:17]2[CH2:21][CH2:20][CH2:19][CH2:18]2)[CH2:9][C:10]([F:16])([F:15])[C:11](OC)=[O:12])[C:5]([N+:22]([O-])=O)=[CH:4][N:3]=1.Cl. Product: [Cl:1][C:2]1[N:3]=[CH:4][C:5]2[NH:22][C:11](=[O:12])[C:10]([F:16])([F:15])[CH2:9][N:8]([CH:17]3[CH2:21][CH2:20][CH2:19][CH2:18]3)[C:6]=2[N:7]=1. The catalyst class is: 409.